Dataset: Retrosynthesis with 50K atom-mapped reactions and 10 reaction types from USPTO. Task: Predict the reactants needed to synthesize the given product. (1) Given the product CCCCN(CCCC)C(=O)c1cn(Cc2ccccc2)c(-c2ccc(C(=O)O)cc2C(=O)N2Cc3ccccc3C[C@H]2CO)n1, predict the reactants needed to synthesize it. The reactants are: CCCCN(CCCC)C(=O)c1cn(CCc2ccccc2)c(-c2ccc(C(=O)O)cc2C(=O)N2Cc3ccccc3C[C@H]2CO)n1. (2) Given the product Cc1ccc(-n2nccn2)c(C(=O)N2CCOC2CO)c1, predict the reactants needed to synthesize it. The reactants are: CCOC(=O)C1OCCN1C(=O)c1cc(C)ccc1-n1nccn1. (3) Given the product CC(=O)Oc1ccccc1C(=O)N1CC(O)C[C@H]1C(=O)O, predict the reactants needed to synthesize it. The reactants are: CC(=O)Oc1ccccc1C(=O)Cl.O=C(O)[C@@H]1CC(O)CN1. (4) Given the product Cc1nc(-c2ccc3cnc(Nc4ccc(N5CCOCC5)cc4)nn23)cn1C, predict the reactants needed to synthesize it. The reactants are: CC1(C)OB(c2ccc3cnc(Nc4ccc(N5CCOCC5)cc4)nn23)OC1(C)C.Cc1nc(Br)cn1C. (5) Given the product O=C(Cc1cccc2ccccc12)Nn1nc(N2CCOCC2)c2ccccc2c1=O, predict the reactants needed to synthesize it. The reactants are: Nn1nc(N2CCOCC2)c2ccccc2c1=O.O=C(O)Cc1cccc2ccccc12. (6) Given the product CCN(c1cc(-c2ccc(CN3CCCN(C)CC3)nc2)cc(C(=O)NCc2c(C(C)C)cc(C)[nH]c2=O)c1C)C1CCOCC1, predict the reactants needed to synthesize it. The reactants are: CCN(c1cc(-c2ccc(CO)nc2)cc(C(=O)NCc2c(C(C)C)cc(C)[nH]c2=O)c1C)C1CCOCC1.CN1CCCNCC1.